This data is from Experimentally validated miRNA-target interactions with 360,000+ pairs, plus equal number of negative samples. The task is: Binary Classification. Given a miRNA mature sequence and a target amino acid sequence, predict their likelihood of interaction. The miRNA is hsa-miR-4725-5p with sequence AGACCCUGCAGCCUUCCCACC. The protein sequence of the target gene is MFPLVKSALNRLQVRSIQQTMARQSHQKRTPDFHDKYGNAVLASGATFCIVTWTYVATQVGIEWNLSPVGRVTPKEWRNQ. Result: 0 (no interaction).